Dataset: Catalyst prediction with 721,799 reactions and 888 catalyst types from USPTO. Task: Predict which catalyst facilitates the given reaction. Reactant: [Br:1][C:2]1[CH:3]=[CH:4][C:5]([NH:11][CH2:12][CH2:13][CH3:14])=[C:6]([CH:10]=1)[C:7]([OH:9])=O.CCN=C=NCCCN(C)C.C1C=CC2N(O)N=NC=2C=1.CCN(C(C)C)C(C)C.[CH3:45][C:46]([NH2:50])([C:48]#[CH:49])[CH3:47]. Product: [Br:1][C:2]1[CH:3]=[CH:4][C:5]([NH:11][CH2:12][CH2:13][CH3:14])=[C:6]([CH:10]=1)[C:7]([NH:50][C:46]([CH3:47])([C:48]#[CH:49])[CH3:45])=[O:9]. The catalyst class is: 2.